Dataset: Catalyst prediction with 721,799 reactions and 888 catalyst types from USPTO. Task: Predict which catalyst facilitates the given reaction. (1) Reactant: C([O:8][C:9](=[O:31])[C@@H:10]([CH2:27][CH:28]([CH3:30])[CH3:29])[N:11]([CH2:19][C:20]([O:22][C:23]([CH3:26])([CH3:25])[CH3:24])=[O:21])[C:12]([O:14][C:15]([CH3:18])([CH3:17])[CH3:16])=[O:13])C1C=CC=CC=1.[H][H]. Product: [C:23]([O:22][C:20]([CH2:19][N:11]([C:12]([O:14][C:15]([CH3:17])([CH3:16])[CH3:18])=[O:13])[C@@H:10]([C:9]([OH:31])=[O:8])[CH2:27][CH:28]([CH3:30])[CH3:29])=[O:21])([CH3:24])([CH3:25])[CH3:26]. The catalyst class is: 129. (2) Reactant: [OH:1][C@H:2]([CH2:7][C:8]([O:10][CH3:11])=[O:9])[C:3](OC)=[O:4].S(C)C.[BH4-].[Na+].CO. Product: [OH:1][C@@H:2]([CH2:3][OH:4])[CH2:7][C:8]([O:10][CH3:11])=[O:9]. The catalyst class is: 1. (3) Reactant: [N:1]([O-])=O.[Na+].[CH2:5]([O:12][C:13]1[CH:20]=[CH:19][C:16]([CH:17]=O)=[C:15]([NH:21][CH2:22][CH:23]([OH:25])[CH3:24])[CH:14]=1)[C:6]1[CH:11]=[CH:10][CH:9]=[CH:8][CH:7]=1. Product: [CH2:5]([O:12][C:13]1[CH:14]=[C:15]2[C:16]([CH:17]=[N:1][N:21]2[CH2:22][CH:23]([OH:25])[CH3:24])=[CH:19][CH:20]=1)[C:6]1[CH:11]=[CH:10][CH:9]=[CH:8][CH:7]=1. The catalyst class is: 401. (4) Reactant: C[O:2][C:3](=[O:33])[CH2:4][O:5][C:6]1[CH:11]=[CH:10][C:9]([C:12]2[NH:16][C:15]3[CH:17]=[C:18]([C:21](=[O:31])[NH:22][C:23]4[CH:28]=[CH:27][C:26]([CH3:29])=[C:25]([CH3:30])[CH:24]=4)[CH:19]=[CH:20][C:14]=3[N:13]=2)=[C:8]([Cl:32])[CH:7]=1.[OH-].[Na+].Cl. Product: [Cl:32][C:8]1[CH:7]=[C:6]([CH:11]=[CH:10][C:9]=1[C:12]1[NH:16][C:15]2[CH:17]=[C:18]([C:21](=[O:31])[NH:22][C:23]3[CH:28]=[CH:27][C:26]([CH3:29])=[C:25]([CH3:30])[CH:24]=3)[CH:19]=[CH:20][C:14]=2[N:13]=1)[O:5][CH2:4][C:3]([OH:33])=[O:2]. The catalyst class is: 5.